Dataset: NCI-60 drug combinations with 297,098 pairs across 59 cell lines. Task: Regression. Given two drug SMILES strings and cell line genomic features, predict the synergy score measuring deviation from expected non-interaction effect. (1) Drug 1: CC12CCC3C(C1CCC2=O)CC(=C)C4=CC(=O)C=CC34C. Drug 2: C(CC(=O)O)C(=O)CN.Cl. Cell line: MDA-MB-231. Synergy scores: CSS=40.9, Synergy_ZIP=-2.14, Synergy_Bliss=-5.87, Synergy_Loewe=-5.28, Synergy_HSA=-5.01. (2) Cell line: M14. Drug 1: CC12CCC3C(C1CCC2=O)CC(=C)C4=CC(=O)C=CC34C. Synergy scores: CSS=42.9, Synergy_ZIP=-0.481, Synergy_Bliss=-1.46, Synergy_Loewe=-4.91, Synergy_HSA=-0.746. Drug 2: CC1OCC2C(O1)C(C(C(O2)OC3C4COC(=O)C4C(C5=CC6=C(C=C35)OCO6)C7=CC(=C(C(=C7)OC)O)OC)O)O. (3) Drug 1: CC1=C2C(C(=O)C3(C(CC4C(C3C(C(C2(C)C)(CC1OC(=O)C(C(C5=CC=CC=C5)NC(=O)C6=CC=CC=C6)O)O)OC(=O)C7=CC=CC=C7)(CO4)OC(=O)C)O)C)OC(=O)C. Drug 2: COCCOC1=C(C=C2C(=C1)C(=NC=N2)NC3=CC=CC(=C3)C#C)OCCOC.Cl. Cell line: NCI-H322M. Synergy scores: CSS=38.9, Synergy_ZIP=2.36, Synergy_Bliss=2.07, Synergy_Loewe=3.36, Synergy_HSA=5.40. (4) Drug 1: CC1C(C(=O)NC(C(=O)N2CCCC2C(=O)N(CC(=O)N(C(C(=O)O1)C(C)C)C)C)C(C)C)NC(=O)C3=C4C(=C(C=C3)C)OC5=C(C(=O)C(=C(C5=N4)C(=O)NC6C(OC(=O)C(N(C(=O)CN(C(=O)C7CCCN7C(=O)C(NC6=O)C(C)C)C)C)C(C)C)C)N)C. Drug 2: COC1=C2C(=CC3=C1OC=C3)C=CC(=O)O2. Cell line: OVCAR-4. Synergy scores: CSS=3.30, Synergy_ZIP=-3.48, Synergy_Bliss=-4.27, Synergy_Loewe=-23.3, Synergy_HSA=-6.81. (5) Drug 1: CNC(=O)C1=NC=CC(=C1)OC2=CC=C(C=C2)NC(=O)NC3=CC(=C(C=C3)Cl)C(F)(F)F. Drug 2: C#CCC(CC1=CN=C2C(=N1)C(=NC(=N2)N)N)C3=CC=C(C=C3)C(=O)NC(CCC(=O)O)C(=O)O. Cell line: HCT-15. Synergy scores: CSS=-9.00, Synergy_ZIP=5.85, Synergy_Bliss=4.04, Synergy_Loewe=-8.15, Synergy_HSA=-4.72. (6) Drug 1: CC1=C2C(C(=O)C3(C(CC4C(C3C(C(C2(C)C)(CC1OC(=O)C(C(C5=CC=CC=C5)NC(=O)OC(C)(C)C)O)O)OC(=O)C6=CC=CC=C6)(CO4)OC(=O)C)OC)C)OC. Drug 2: C1CCN(CC1)CCOC2=CC=C(C=C2)C(=O)C3=C(SC4=C3C=CC(=C4)O)C5=CC=C(C=C5)O. Cell line: NCI-H322M. Synergy scores: CSS=45.4, Synergy_ZIP=12.1, Synergy_Bliss=11.6, Synergy_Loewe=-32.3, Synergy_HSA=11.2. (7) Drug 1: C1=CC=C(C(=C1)C(C2=CC=C(C=C2)Cl)C(Cl)Cl)Cl. Drug 2: CC(C)NC(=O)C1=CC=C(C=C1)CNNC.Cl. Cell line: HOP-62. Synergy scores: CSS=-0.674, Synergy_ZIP=0.108, Synergy_Bliss=-1.93, Synergy_Loewe=-1.12, Synergy_HSA=-2.95.